From a dataset of Forward reaction prediction with 1.9M reactions from USPTO patents (1976-2016). Predict the product of the given reaction. (1) Given the reactants [Br:1][C:2]1[CH:3]=[CH:4][C:5]([O:12]C)=[C:6]([NH:8][C:9]([NH2:11])=[O:10])[CH:7]=1.B(Br)(Br)Br.C(OCC)C, predict the reaction product. The product is: [Br:1][C:2]1[CH:3]=[CH:4][C:5]([OH:12])=[C:6]([NH:8][C:9]([NH2:11])=[O:10])[CH:7]=1. (2) Given the reactants [F:1][C:2]1[CH:7]=[C:6]([C:8]2[N:13]=[C:12]3[N:14]([CH2:17][C:18]4[CH:19]=[C:20]5[C:25](=[CH:26][CH:27]=4)[N:24]=[CH:23][CH:22]=[CH:21]5)[N:15]=[N:16][C:11]3=[CH:10][CH:9]=2)[CH:5]=[CH:4][C:3]=1[CH2:28][OH:29].CCOCC.[ClH:35], predict the reaction product. The product is: [ClH:35].[F:1][C:2]1[CH:7]=[C:6]([C:8]2[N:13]=[C:12]3[N:14]([CH2:17][C:18]4[CH:19]=[C:20]5[C:25](=[CH:26][CH:27]=4)[N:24]=[CH:23][CH:22]=[CH:21]5)[N:15]=[N:16][C:11]3=[CH:10][CH:9]=2)[CH:5]=[CH:4][C:3]=1[CH2:28][OH:29]. (3) Given the reactants [C:1]([NH:9][C:10]1[CH:32]=[CH:31][C:13]([O:14][C:15]2[C:24]3[C:19](=[CH:20][C:21]([OH:27])=[C:22]([O:25][CH3:26])[CH:23]=3)[N:18]=[CH:17][C:16]=2[CH:28]2[CH2:30][CH2:29]2)=[CH:12][CH:11]=1)(=[O:8])[C:2]1[CH:7]=[CH:6][CH:5]=[CH:4][CH:3]=1.C([O-])([O-])=O.[K+].[K+].[CH:39]1([O:44][C:45](=[O:58])[C@@H:46]([NH:50][C:51]([O:53][C:54]([CH3:57])([CH3:56])[CH3:55])=[O:52])[CH2:47][CH2:48]Br)[CH2:43][CH2:42][CH2:41][CH2:40]1, predict the reaction product. The product is: [CH:39]1([O:44][C:45](=[O:58])[CH:46]([NH:50][C:51]([O:53][C:54]([CH3:57])([CH3:56])[CH3:55])=[O:52])[CH2:47][CH2:48][O:27][C:21]2[CH:20]=[C:19]3[C:24]([C:15]([O:14][C:13]4[CH:31]=[CH:32][C:10]([NH:9][C:1](=[O:8])[C:2]5[CH:3]=[CH:4][CH:5]=[CH:6][CH:7]=5)=[CH:11][CH:12]=4)=[C:16]([CH:28]4[CH2:30][CH2:29]4)[CH:17]=[N:18]3)=[CH:23][C:22]=2[O:25][CH3:26])[CH2:40][CH2:41][CH2:42][CH2:43]1.